From a dataset of Forward reaction prediction with 1.9M reactions from USPTO patents (1976-2016). Predict the product of the given reaction. (1) Given the reactants [Cl:1][C:2]1[CH:11]=[CH:10][CH:9]=[CH:8][C:3]=1[C:4](Cl)=[N:5][OH:6].[CH3:12][O:13][C:14](=[O:19])[CH2:15][C:16]([CH3:18])=O.C[O-].[Na+], predict the reaction product. The product is: [CH3:12][O:13][C:14]([C:15]1[C:4]([C:3]2[CH:8]=[CH:9][CH:10]=[CH:11][C:2]=2[Cl:1])=[N:5][O:6][C:16]=1[CH3:18])=[O:19]. (2) Given the reactants [CH:1]([C:4]1[CH:9]=[CH:8][C:7]([C:10](=[CH:20][CH3:21])[CH2:11][C:12]([OH:19])([C:15]([F:18])([F:17])[F:16])[CH2:13][OH:14])=[C:6]([O:22][CH3:23])[CH:5]=1)([CH3:3])[CH3:2].C(C1C=CC(C(=C)C(C)C(O)(C(F)(F)F)CO)=C(OC)C=1)(C)C, predict the reaction product. The product is: [CH:1]([C:4]1[CH:9]=[CH:8][C:7]([CH:10]([CH2:20][CH3:21])[CH2:11][C:12]([OH:19])([C:15]([F:17])([F:16])[F:18])[CH2:13][OH:14])=[C:6]([O:22][CH3:23])[CH:5]=1)([CH3:2])[CH3:3]. (3) Given the reactants [O:1]=[C:2]1[N:23]([CH2:24][O:25][CH2:26][CH2:27][Si:28]([CH3:31])([CH3:30])[CH3:29])[C:5]2=[N:6][CH:7]=[C:8]([Sn](CCCC)(CCCC)CCCC)[CH:9]=[C:4]2[C@@:3]21[CH2:44][C:34]1=[N:35][CH:36]=[C:37]([C:39]([O:41][CH2:42][CH3:43])=[O:40])[CH:38]=[C:33]1[CH2:32]2.C(=O)(O)[O-].[Na+].[B-](F)(F)(F)[F:51].[B-](F)(F)(F)F.C1[N+]2(CCl)CC[N+](F)(CC2)C1.FC(F)(F)S([O-])(=O)=O.[Na+].CO, predict the reaction product. The product is: [F:51][C:8]1[CH:9]=[C:4]2[C@:3]3([CH2:44][C:34]4=[N:35][CH:36]=[C:37]([C:39]([O:41][CH2:42][CH3:43])=[O:40])[CH:38]=[C:33]4[CH2:32]3)[C:2](=[O:1])[N:23]([CH2:24][O:25][CH2:26][CH2:27][Si:28]([CH3:31])([CH3:30])[CH3:29])[C:5]2=[N:6][CH:7]=1. (4) Given the reactants [Cl:1][C:2]1[CH:3]=[C:4]([CH:14]=[O:15])[CH:5]=[C:6]2[C:11]=1S[CH2:9][CH2:8][C:7]2([CH3:13])[CH3:12].[OH:16]O.[NH4+].[Cl-].O[O:21][S:22]([O-:24])=O.[K+], predict the reaction product. The product is: [Cl:1][C:2]1[CH:3]=[C:4]([C:14]([OH:15])=[O:16])[CH:5]=[C:6]2[C:11]=1[S:22](=[O:24])(=[O:21])[CH2:9][CH2:8][C:7]2([CH3:13])[CH3:12]. (5) Given the reactants [C:1]([O:5][C:6]([N:8]1[C:17]2[C:12](=[CH:13][CH:14]=[C:15]([CH2:18][O:19]C(=O)C)[N:16]=2)[CH2:11][CH2:10][CH:9]1[CH3:23])=[O:7])([CH3:4])([CH3:3])[CH3:2].[OH-].[Na+], predict the reaction product. The product is: [C:1]([O:5][C:6]([N:8]1[C:17]2[C:12](=[CH:13][CH:14]=[C:15]([CH2:18][OH:19])[N:16]=2)[CH2:11][CH2:10][CH:9]1[CH3:23])=[O:7])([CH3:4])([CH3:2])[CH3:3]. (6) Given the reactants [CH3:1][O:2][C:3]1[C:4]([NH2:9])=[CH:5][CH:6]=[CH:7][CH:8]=1.[CH3:10][C:11]1[CH:16]=[CH:15][CH:14]=[CH:13][C:12]=1[S:17](Cl)(=[O:19])=[O:18], predict the reaction product. The product is: [CH3:1][O:2][C:3]1[CH:8]=[CH:7][CH:6]=[CH:5][C:4]=1[NH:9][S:17]([C:12]1[CH:13]=[CH:14][CH:15]=[CH:16][C:11]=1[CH3:10])(=[O:19])=[O:18]. (7) Given the reactants Br[C:2]1[C:3]([O:28][CH3:29])=[C:4]([CH:10]([NH:12][C:13]2[N:21]=[CH:20][N:19]=[C:18]3[C:14]=2[N:15]=[CH:16][N:17]3C2CCCCO2)[CH3:11])[CH:5]=[C:6]([Cl:9])[C:7]=1[CH3:8].[F:30][C:31]1[CH:32]=[C:33](B(O)O)[CH:34]=[N:35][CH:36]=1.C(=O)([O-])[O-].[Na+].[Na+].Cl.O, predict the reaction product. The product is: [Cl:9][C:6]1[C:7]([CH3:8])=[C:2]([C:33]2[CH:34]=[N:35][CH:36]=[C:31]([F:30])[CH:32]=2)[C:3]([O:28][CH3:29])=[C:4]([CH:10]([NH:12][C:13]2[N:21]=[CH:20][N:19]=[C:18]3[C:14]=2[N:15]=[CH:16][NH:17]3)[CH3:11])[CH:5]=1.